This data is from Catalyst prediction with 721,799 reactions and 888 catalyst types from USPTO. The task is: Predict which catalyst facilitates the given reaction. (1) Reactant: [CH2:1]1[CH2:6][C@@H:5]([C:7]([OH:9])=[O:8])[NH:4][CH2:3][CH2:2]1.[ClH:10]. Product: [CH2:1]1[CH2:6][C@@H:5]([C:7]([OH:9])=[O:8])[NH:4][CH2:3][CH2:2]1.[ClH:10]. The catalyst class is: 5. (2) Reactant: [C:1]([OH:9])(=O)[C:2]1[CH:7]=[CH:6][CH:5]=[CH:4][CH:3]=1.C(C1NC=CN=1)(C1NC=CN=1)=O.O/[N:23]=[C:24](\[NH2:42])/[C:25]1[CH:30]=[CH:29][C:28]([C:31]2[NH:35][C:34]3[CH:36]=[CH:37][C:38]([O:40][CH3:41])=[CH:39][C:33]=3[N:32]=2)=[CH:27][CH:26]=1. Product: [CH3:41][O:40][C:38]1[CH:37]=[CH:36][C:34]2[NH:35][C:31]([C:28]3[CH:27]=[CH:26][C:25]([C:24]4[N:42]=[C:1]([C:2]5[CH:3]=[CH:4][CH:5]=[CH:6][CH:7]=5)[O:9][N:23]=4)=[CH:30][CH:29]=3)=[N:32][C:33]=2[CH:39]=1. The catalyst class is: 3.